Dataset: M1 muscarinic receptor agonist screen with 61,833 compounds. Task: Binary Classification. Given a drug SMILES string, predict its activity (active/inactive) in a high-throughput screening assay against a specified biological target. (1) The compound is O=C(n1nnc2c1cccc2)c1c(nn(c1)c1ccccc1)c1ccncc1. The result is 0 (inactive). (2) The result is 0 (inactive). The compound is Clc1cc(N(S(=O)(=O)C)CC(=O)N(CC)CC)c(OC)cc1.